This data is from Reaction yield outcomes from USPTO patents with 853,638 reactions. The task is: Predict the reaction yield, written as a fraction of the theoretical maximum amount of product (1.0 means a 100% yield; for example, 0.34 means a 34% yield). The reactants are Br[C:2]1[CH:3]=[N:4][CH:5]=[C:6]([O:8][CH:9]([CH3:11])[CH3:10])[CH:7]=1.[CH3:12][N:13](C(OC(C)(C)C)=O)[C@H:14]([CH2:16][CH:17]=[CH2:18])[CH3:15].C([O-])([O-])=O.[K+].[K+].[OH:32][C:33]1[CH:41]=[CH:40][C:36]([C:37]([OH:39])=[O:38])=[CH:35][CH:34]=1. The catalyst is C([O-])(=O)C.[Pd+2].C([O-])(=O)C.C1(C)C=CC=CC=1P(C1C=CC=CC=1C)C1C=CC=CC=1C.CN(C=O)C. The product is [OH:32][C:33]1[CH:41]=[CH:40][C:36]([C:37]([OH:39])=[O:38])=[CH:35][CH:34]=1.[CH3:12][NH:13][C@H:14]([CH2:16]/[CH:17]=[CH:18]/[C:2]1[CH:3]=[N:4][CH:5]=[C:6]([O:8][CH:9]([CH3:11])[CH3:10])[CH:7]=1)[CH3:15]. The yield is 0.616.